Dataset: Reaction yield outcomes from USPTO patents with 853,638 reactions. Task: Predict the reaction yield, written as a fraction of the theoretical maximum amount of product (1.0 means a 100% yield; for example, 0.34 means a 34% yield). (1) The reactants are O[N:2]=[C:3]([C:9](=[O:11])[CH3:10])[C:4]([O:6][CH2:7][CH3:8])=[O:5].[C:12](OC(=O)C)(=[O:14])[CH3:13].[H][H]. The catalyst is [Pd].C(O)C. The product is [C:12]([NH:2][CH:3]([C:9](=[O:11])[CH3:10])[C:4]([O:6][CH2:7][CH3:8])=[O:5])(=[O:14])[CH3:13]. The yield is 0.900. (2) The reactants are [C:1]([O:5][C:6]([N:8]1[C@@H:12]([CH:13]=[CH2:14])[CH2:11][O:10][C:9]1([CH3:16])[CH3:15])=[O:7])([CH3:4])([CH3:3])[CH3:2].[CH3:17][SiH:18]([CH3:25])[C:19]1[CH:24]=[CH:23][CH:22]=[CH:21][CH:20]=1. The catalyst is [Pt](=O)=O. The product is [C:1]([O:5][C:6]([N:8]1[C@@H:12]([CH2:13][CH2:14][Si:18]([CH3:25])([CH3:17])[C:19]2[CH:24]=[CH:23][CH:22]=[CH:21][CH:20]=2)[CH2:11][O:10][C:9]1([CH3:16])[CH3:15])=[O:7])([CH3:4])([CH3:3])[CH3:2]. The yield is 0.950. (3) The reactants are [Cl:1][C:2]1[CH:3]=[C:4]([C:9]2([C:15]([OH:17])=O)[CH2:14][CH2:13][CH2:12][CH2:11][CH2:10]2)[CH:5]=[CH:6][C:7]=1[Cl:8].[CH3:18][NH2:19]. The yield is 0.350. No catalyst specified. The product is [Cl:1][C:2]1[CH:3]=[C:4]([C:9]2([C:15]([NH:19][CH3:18])=[O:17])[CH2:14][CH2:13][CH2:12][CH2:11][CH2:10]2)[CH:5]=[CH:6][C:7]=1[Cl:8].